From a dataset of NCI-60 drug combinations with 297,098 pairs across 59 cell lines. Regression. Given two drug SMILES strings and cell line genomic features, predict the synergy score measuring deviation from expected non-interaction effect. (1) Drug 1: CC1=C(C(CCC1)(C)C)C=CC(=CC=CC(=CC(=O)O)C)C. Drug 2: N.N.Cl[Pt+2]Cl. Cell line: SK-MEL-28. Synergy scores: CSS=16.5, Synergy_ZIP=-9.35, Synergy_Bliss=-8.86, Synergy_Loewe=-19.2, Synergy_HSA=-8.37. (2) Drug 1: CC1=CC=C(C=C1)C2=CC(=NN2C3=CC=C(C=C3)S(=O)(=O)N)C(F)(F)F. Drug 2: CC1=C2C(C(=O)C3(C(CC4C(C3C(C(C2(C)C)(CC1OC(=O)C(C(C5=CC=CC=C5)NC(=O)OC(C)(C)C)O)O)OC(=O)C6=CC=CC=C6)(CO4)OC(=O)C)O)C)O. Cell line: U251. Synergy scores: CSS=31.0, Synergy_ZIP=16.4, Synergy_Bliss=19.7, Synergy_Loewe=17.4, Synergy_HSA=19.7. (3) Drug 1: CC1C(C(CC(O1)OC2CC(OC(C2O)C)OC3=CC4=CC5=C(C(=O)C(C(C5)C(C(=O)C(C(C)O)O)OC)OC6CC(C(C(O6)C)O)OC7CC(C(C(O7)C)O)OC8CC(C(C(O8)C)O)(C)O)C(=C4C(=C3C)O)O)O)O. Drug 2: CCCCCOC(=O)NC1=NC(=O)N(C=C1F)C2C(C(C(O2)C)O)O. Cell line: SK-MEL-5. Synergy scores: CSS=35.3, Synergy_ZIP=-0.362, Synergy_Bliss=-2.08, Synergy_Loewe=-44.4, Synergy_HSA=-1.72. (4) Drug 1: C1CN1P(=S)(N2CC2)N3CC3. Drug 2: CC(C)CN1C=NC2=C1C3=CC=CC=C3N=C2N. Cell line: DU-145. Synergy scores: CSS=50.4, Synergy_ZIP=1.32, Synergy_Bliss=1.78, Synergy_Loewe=2.72, Synergy_HSA=1.72.